This data is from Reaction yield outcomes from USPTO patents with 853,638 reactions. The task is: Predict the reaction yield, written as a fraction of the theoretical maximum amount of product (1.0 means a 100% yield; for example, 0.34 means a 34% yield). (1) The reactants are [CH3:1][O:2][C:3]1[N:8]=[CH:7][C:6]([C:9]2[C:13]([CH3:14])=[C:12]([NH2:15])[N:11]([C:16]3[CH:21]=[CH:20][CH:19]=[CH:18][CH:17]=3)[N:10]=2)=[CH:5][CH:4]=1.C1(C2C=CC([CH2:31][O:32]C)=CC=2CN)CC1.[CH3:36][O:37][CH2:38][C:39]1[CH:40]=[CH:41][C:42]([O:47][C:48]([F:51])([F:50])[F:49])=[C:43]([CH2:45][NH2:46])[CH:44]=1. No catalyst specified. The product is [CH3:36][O:37][CH2:38][C:39]1[CH:40]=[CH:41][C:42]([O:47][C:48]([F:49])([F:50])[F:51])=[C:43]([CH:44]=1)[CH2:45][NH:46][C:31]([NH:15][C:12]1[N:11]([C:16]2[CH:21]=[CH:20][CH:19]=[CH:18][CH:17]=2)[N:10]=[C:9]([C:6]2[CH:7]=[N:8][C:3]([O:2][CH3:1])=[CH:4][CH:5]=2)[C:13]=1[CH3:14])=[O:32]. The yield is 0.430. (2) The reactants are CS(O[C@H:6]1[CH2:14][C:13]2[C:8](=[CH:9][CH:10]=[CH:11][CH:12]=2)[C@H:7]1[CH2:15][O:16][Si:17]([C:20]([CH3:23])([CH3:22])[CH3:21])([CH3:19])[CH3:18])(=O)=O.[N-:24]=[N+]=[N-].[Na+].C(OCC)(=O)C. The catalyst is CC(N(C)C)=O. The product is [Si:17]([O:16][CH2:15][C@@H:7]1[C:8]2[C:13](=[CH:12][CH:11]=[CH:10][CH:9]=2)[CH2:14][C@H:6]1[NH2:24])([C:20]([CH3:23])([CH3:22])[CH3:21])([CH3:19])[CH3:18]. The yield is 0.930. (3) The reactants are [Br:1][C:2]1[CH:3]=[CH:4][C:5]([O:20][CH3:21])=[C:6]([C:8]([CH3:19])([CH3:18])[CH2:9][C:10]([OH:17])([C:13]([F:16])([F:15])[F:14])[CH2:11][OH:12])[CH:7]=1.C(N(CC)CC)C.[Cl-].[NH4+].C(OC)(C)(C)C. The catalyst is ClCCl.CS(C)=O. The product is [Br:1][C:2]1[CH:3]=[CH:4][C:5]([O:20][CH3:21])=[C:6]([C:8]([CH3:19])([CH3:18])[CH2:9][C:10]([OH:17])([C:13]([F:16])([F:15])[F:14])[CH:11]=[O:12])[CH:7]=1. The yield is 0.798. (4) The reactants are [Br:1][C:2]1[C:3](=[O:21])[N:4]([CH2:9][C:10]2[CH:20]=[CH:19][C:13]3[O:14][C:15]([F:18])([F:17])[O:16][C:12]=3[CH:11]=2)[C:5](=[O:8])[NH:6][N:7]=1.[C:22]([NH:25][C:26]1[CH:27]=[C:28](B(O)O)[CH:29]=[CH:30][CH:31]=1)(=[O:24])[CH3:23].N1C=CC=CC=1.C([O-])(O)=O.[Na+]. The catalyst is C([O-])(=O)C.[Cu+2].C([O-])(=O)C.CN(C=O)C. The product is [Br:1][C:2]1[C:3](=[O:21])[N:4]([CH2:9][C:10]2[CH:20]=[CH:19][C:13]3[O:14][C:15]([F:17])([F:18])[O:16][C:12]=3[CH:11]=2)[C:5](=[O:8])[N:6]([C:30]2[CH:31]=[C:26]([NH:25][C:22](=[O:24])[CH3:23])[CH:27]=[CH:28][CH:29]=2)[N:7]=1. The yield is 0.610. (5) The reactants are [C:1]([C:4]1[CH:9]=[CH:8][N:7]2[C:10]([C:13]([O:15][CH2:16][CH3:17])=[O:14])=[CH:11][N:12]=[C:6]2[CH:5]=1)(=[O:3])[CH3:2].[CH3:18][Mg]Br.CO. The catalyst is C1COCC1. The product is [OH:3][C:1]([C:4]1[CH:9]=[CH:8][N:7]2[C:10]([C:13]([O:15][CH2:16][CH3:17])=[O:14])=[CH:11][N:12]=[C:6]2[CH:5]=1)([CH3:18])[CH3:2]. The yield is 0.220. (6) The reactants are [C:1]1([CH2:7][CH2:8][N:9]2[CH2:14][CH2:13][CH:12](C(OCC)=O)[CH2:11][CH2:10]2)[CH:6]=[CH:5][CH:4]=[CH:3][CH:2]=1.[F:20][C:21]1[CH:26]=[CH:25][C:24]([CH:27](N)[C:28]2[CH:33]=[CH:32][C:31]([F:34])=[CH:30][CH:29]=2)=[CH:23][CH:22]=1.C[CH2:37][N:38]=[C:39]=NCCCN(C)C.C1C=CC2N([OH:56])N=NC=2C=1. The catalyst is CCN(CC)CC.C(Cl)Cl. The product is [F:20][C:21]1[CH:26]=[CH:25][C:24]([CH:27]([C:28]2[CH:33]=[CH:32][C:31]([F:34])=[CH:30][CH:29]=2)[CH2:37][NH:38][C:39]([CH:14]2[CH2:13][CH2:12][CH2:11][CH2:10][N:9]2[CH2:8][CH2:7][C:1]2[CH:2]=[CH:3][CH:4]=[CH:5][CH:6]=2)=[O:56])=[CH:23][CH:22]=1. The yield is 0.740.